From a dataset of Drug-target binding data from BindingDB using IC50 measurements. Regression. Given a target protein amino acid sequence and a drug SMILES string, predict the binding affinity score between them. We predict pIC50 (pIC50 = -log10(IC50 in M); higher means more potent). Dataset: bindingdb_ic50. (1) The drug is CC[C@H](C)[C@H](NC(=O)[C@H](Cc1ccc(O)cc1)NC(=O)[C@@H]1CCCN1C(=O)[C@H](CCCN=C(N)N)NC(=O)[C@H](CCCN=C(N)N)NC(=O)[C@@H]1CCCN1C(=O)[C@H](CCCCN)NC(=O)[C@H](CC(N)=O)NC(=O)[C@H](CCC(=O)O)NC(=O)[C@H](Cc1ccc(O)cc1)NC(=O)[C@H](CC(C)C)NC(=O)[C@@H]1CCC(=O)N1)C(=O)N[C@@H](CC(C)C)C(=O)O. The target protein (P30989) has sequence MRLNSSAPGTPGTPAADPFQRAQAGLEEALLAPGFGNASGNASERVLAAPSSELDVNTDIYSKVLVTAVYLALFVVGTVGNTVTAFTLARKKSLQSLQSTVHYHLGSLALSDLLTLLLAMPVELYNFIWVHHPWAFGDAGCRGYYFLRDACTYATALNVASLSVERYLAICHPFKAKTLMSRSRTKKFISAIWLASALLAVPMLFTMGEQNRSADGQHAGGLVCTPTIHTATVKVVIQVNTFMSFIFPMVVISVLNTIIANKLTVMVRQAAEQGQVCTVGGEHSTFSMAIEPGRVQALRHGVRVLRAVVIAFVVCWLPYHVRRLMFCYISDEQWTPFLYDFYHYFYMVTNALFYVSSTINPILYNLVSANFRHIFLATLACLCPVWRRRRKRPAFSRKADSVSSNHTLSSNATRETLY. The pIC50 is 9.5. (2) The small molecule is CCN(CC)CCNC(=O)c1cc(Cl)c(N)cc1OC. The target protein (P80025) has sequence MWVCLQLPVFLASVTLFEVAASDTIAQAASTTTISDAVSKVKIQVNKAFLDSRTRLKTTLSSEAPTTQQLSEYFKHAKGRTRTAIRNGQVWEESLKRLRRDTTLTNVTDPSLDLTALSWEVGCGAPVPLVKCDENSPYRTITGDCNNRRSPALGAANRALARWLPAEYEDGLALPFGWTQRKTRNGFRVPLAREVSNKIVGYLDEEGVLDQNRSLLFMQWGQIVDHDLDFAPETELGSNEHSKTQCEEYCIQGDNCFPIMFPKNDPKLKTQGKCMPFFRAGFVCPTPPYQSLAREQINAVTSFLDASLVYGSEPSLASRLRNLSSPLGLMAVNQEAWDHGLAYLPFNNKKPSPCEFINTTARVPCFLAGDFRASEQILLATAHTLLLREHNRLARELKKLNPHWNGEKLYQEARKILGAFIQIITFRDYLPIVLGSEMQKWIPPYQGYNNSVDPRISNVFTFAFRFGHMEVPSTVSRLDENYQPWGPEAELPLHTLFFNT.... The pIC50 is 5.3. (3) The small molecule is CCCCCCCCCCCCCCCCCC(=O)Nc1ccc(S(=O)(=O)[O-])c(NC(=O)CCCCCCCCCCCCCCCCC)c1. The target protein (P30204) has sequence MTKEMTENQRLCPHEQEDADCSSESVKFDARSMTASLPHSTKNGPSLQEKLKSFKAALIALYLLVFAVLIPVVGIVTAQLLNWEMKNCLVCSLNTSDTSQGPMEKENTSKVEMRFTIIMEHMKDMEERIESISNSKADLIDTERFQNFSMATDQRLNDILLQLNSLISSVQEHGNSLDAISKSLQSLNMTLLDVQLHTETLNVRVRESTAKQQEDISKLEERVYKVSAEVQSVKEEQAHVEQEVKQEVRVLNNITNDLRLKDWEHSQTLKNITFIQGPPGPQGEKGDRGLTGQTGPPGAPGIRGIPGVKGDRGQIGFPGGRGNPGAPGKPGRSGSPGPKGQKGEKGSVGGSTPLKTVRLVGGSGAHEGRVEIFHQGQWGTICDDRWDIRAGQVVCRSLGYQEVLAVHKRAHFGQGTGPIWLNEVMCFGRESSIENCKINQWGVLSCSHSEDAGVTCTS. The pIC50 is 5.7. (4) The compound is O=[N+]([O-])c1cc(S(=O)(=O)c2cc([N+](=O)[O-])c(O)c([N+](=O)[O-])c2)cc([N+](=O)[O-])c1O. The target protein sequence is MKISEFLHLALPEEQWLPTISGVLRQFAEEECYVYERPPCWYLGKGCQARLHINADGTQATFIDDAGEQKWAVDSIADCARRFMAHPQVKGRRVYGQVGFNFAAHARGIAFNAGEWPLLTLTVPREELIFEKGNVTVYADSADGCRRLCEWVKEASTTTQNAPLAVDTALNGEAYKQQVARAVAEIRRGEYVKVIVSRAIPLPSRIDMPATLLYGRQANTPVRSFMFRQEGREALGFSPELVMSVTGNKVVTEPLAGTRDRMGNPEHNKAKEAELLHDSKEVLEHILSVKEAIAELEAVCLPGSVVVEDLMSVRQRGSVQHLGSGVSGQLAENKDAWDAFTVLFPSITASGIPKNAALNAIMQIEKTPRELYSGAILLLDDTRFDAALVLRSVFQDSQRCWIQAGAGIIAQSTPERELTETREKLASIAPYLMV. The pIC50 is 4.1. (5) The small molecule is CCCNC(=O)COc1ccc(-c2oc3cc(O)c(C(=O)O)cc3c2C#Cc2cccc(Cl)c2)cc1. The pIC50 is 5.5. The target protein (Q9H1R2) has sequence MTEGVLPGLYLGNFIDAKDLDQLGRNKITHIISIHESPQPLLQDITYLRIPVADTPEVPIKKHFKECINFIHCCRLNGGNCLVHCFAGISRSTTIVTAYVMTVTGLGWRDVLEAIKATRPIANPNPGFRQQLEEFGWASSQKGARHRTSKTSGAQCPPMTSATCLLAARVALLSAALVREATGRTAQRCRLSPRAAAERLLGPPPHVAAGWSPDPKYQICLCFGEEDPGPTQHPKEQLIMADVQVQLRPGSSSCTLSASTERPDGSSTPGNPDGITHLQCSCLHPKRAASSSCTR. (6) The compound is O=C(NC1(C(F)(F)F)CC1)c1cnn2ccc(N3CCC[C@@H]3c3cncc(F)c3)nc12. The target protein sequence is DPTHFEKRFLKRIRDLGEGHFGKVELCRYDPEGDNTGEQVAVKSLKPESGGNHIADLKKEIEILRNLYHENIVKYKGICTEDGGNGIKLIMEFLPSGSLKEYLPKNKNKINLKQQLKYAVQICKGMDYLGSRQYVHRDLAARNVLVESEHQVKIGDFGLTKAIETDKEYYTVKDDRDSPVFWYAPECLMQSKFYIASDVWSFGVTLHELLTYCDSDSSPMALFLKMIGPTHGQMTVTRLVNTLKEGKRLPCPPNCPDEVYQLMRKCWEFQPSNRTSFQNLIEGFEALLK. The pIC50 is 6.0.